From a dataset of Forward reaction prediction with 1.9M reactions from USPTO patents (1976-2016). Predict the product of the given reaction. (1) Given the reactants [CH3:1][O:2][C:3]([C:5]1[S:6][C:7]([CH:16](OCC)[O:17]CC)=[CH:8][C:9]=1[C:10]1[CH:15]=[CH:14][CH:13]=[CH:12][CH:11]=1)=[O:4].C(O)=O, predict the reaction product. The product is: [CH3:1][O:2][C:3]([C:5]1[S:6][C:7]([CH:16]=[O:17])=[CH:8][C:9]=1[C:10]1[CH:11]=[CH:12][CH:13]=[CH:14][CH:15]=1)=[O:4]. (2) Given the reactants C([O:8][C:9]1[CH:10]=[C:11]2[C:16](=[CH:17][CH:18]=1)[N:15]1[CH:19]=[N:20][C:21](/[CH:22]=[C:23]3/[C:24](=[O:36])[N:25]([C:29]([O:31][C:32]([CH3:35])([CH3:34])[CH3:33])=[O:30])[CH2:26][CH2:27][CH2:28]/3)=[C:14]1[CH2:13][CH2:12]2)C1C=CC=CC=1, predict the reaction product. The product is: [OH:8][C:9]1[CH:10]=[C:11]2[C:16](=[CH:17][CH:18]=1)[N:15]1[CH:19]=[N:20][C:21]([CH2:22][CH:23]3[CH2:28][CH2:27][CH2:26][N:25]([C:29]([O:31][C:32]([CH3:34])([CH3:33])[CH3:35])=[O:30])[C:24]3=[O:36])=[C:14]1[CH2:13][CH2:12]2.